This data is from Forward reaction prediction with 1.9M reactions from USPTO patents (1976-2016). The task is: Predict the product of the given reaction. (1) Given the reactants [C:1]([O:5][C:6]([N:8]1[CH2:13][CH2:12][N:11]([CH2:14][CH2:15][CH2:16]Br)[CH2:10][CH2:9]1)=[O:7])([CH3:4])([CH3:3])[CH3:2].[Cl:18][C:19]1[CH:20]=[C:21]([C:30]2[N:35]=[C:34]([C:36]#[N:37])[C:33]3[N:38]=[CH:39][N:40]([CH3:41])[C:32]=3[CH:31]=2)[CH:22]=[C:23]([C:26]([F:29])([F:28])[F:27])[C:24]=1[OH:25].C(=O)([O-])[O-].[K+].[K+].C(OCC)(=O)C, predict the reaction product. The product is: [C:1]([O:5][C:6]([N:8]1[CH2:13][CH2:12][N:11]([CH2:14][CH2:15][CH2:16][O:25][C:24]2[C:23]([C:26]([F:27])([F:28])[F:29])=[CH:22][C:21]([C:30]3[N:35]=[C:34]([C:36]#[N:37])[C:33]4[N:38]=[CH:39][N:40]([CH3:41])[C:32]=4[CH:31]=3)=[CH:20][C:19]=2[Cl:18])[CH2:10][CH2:9]1)=[O:7])([CH3:4])([CH3:3])[CH3:2]. (2) Given the reactants [CH2:1]([O:8][CH2:9][CH2:10][C@H:11]([NH2:28])[C:12]1[N:16]([C:17]2[CH:22]=[CH:21][CH:20]=[CH:19][CH:18]=2)[C:15]2[CH:23]=[C:24]([F:27])[CH:25]=[CH:26][C:14]=2[N:13]=1)[C:2]1[CH:7]=[CH:6][CH:5]=[CH:4][CH:3]=1.Cl[C:30]1[N:38]=[CH:37][N:36]=[C:35]2[C:31]=1[N:32]=[CH:33][N:34]2C1CCCCO1.CCN(C(C)C)C(C)C, predict the reaction product. The product is: [CH2:1]([O:8][CH2:9][CH2:10][C@H:11]([NH:28][C:30]1[N:38]=[CH:37][N:36]=[C:35]2[C:31]=1[N:32]=[CH:33][NH:34]2)[C:12]1[N:16]([C:17]2[CH:18]=[CH:19][CH:20]=[CH:21][CH:22]=2)[C:15]2[CH:23]=[C:24]([F:27])[CH:25]=[CH:26][C:14]=2[N:13]=1)[C:2]1[CH:7]=[CH:6][CH:5]=[CH:4][CH:3]=1. (3) Given the reactants [Cl:1][C:2]1[CH:7]=[CH:6][C:5]([C:8]2[N:9]([CH2:14][C@H:15]([OH:20])[C:16]([F:19])([F:18])[F:17])[C:10](=[O:13])[NH:11][N:12]=2)=[CH:4][CH:3]=1.Br[CH2:22][C:23]1[S:24][C:25]([C:28]2[CH:33]=[CH:32][CH:31]=[CH:30][C:29]=2[C:34]([F:37])([F:36])[F:35])=[N:26][N:27]=1, predict the reaction product. The product is: [Cl:1][C:2]1[CH:7]=[CH:6][C:5]([C:8]2[N:9]([CH2:14][C@H:15]([OH:20])[C:16]([F:18])([F:19])[F:17])[C:10](=[O:13])[N:11]([CH2:22][C:23]3[S:24][C:25]([C:28]4[CH:33]=[CH:32][CH:31]=[CH:30][C:29]=4[C:34]([F:37])([F:35])[F:36])=[N:26][N:27]=3)[N:12]=2)=[CH:4][CH:3]=1. (4) Given the reactants [OH:1][CH2:2][C:3]([CH3:8])([CH3:7])[C:4]([OH:6])=[O:5].N1C=CN=C1.[Si:14](Cl)([C:17]([CH3:20])([CH3:19])[CH3:18])([CH3:16])[CH3:15], predict the reaction product. The product is: [Si:14]([O:1][CH2:2][C:3]([CH3:8])([CH3:7])[C:4]([OH:6])=[O:5])([C:17]([CH3:20])([CH3:19])[CH3:18])([CH3:16])[CH3:15]. (5) Given the reactants C([N:4]1[C:12]2[C:7](=[CH:8][C:9]([CH2:13][CH2:14][S:15]([C:18]3[CH:23]=[CH:22][CH:21]=[CH:20][CH:19]=3)(=[O:17])=[O:16])=[CH:10][CH:11]=2)[C:6]([CH2:24][C@H:25]2[CH2:29][CH2:28][CH2:27][N:26]2[CH3:30])=[CH:5]1)(=O)C.CC(C)=O.C(=O)([O-])[O-].[K+].[K+], predict the reaction product. The product is: [CH3:30][N:26]1[C@@H:25]([CH2:24][C:6]2[C:7]3[CH:8]=[C:9]([CH2:13][CH2:14][S:15]([C:18]4[CH:19]=[CH:20][CH:21]=[CH:22][CH:23]=4)(=[O:16])=[O:17])[CH:10]=[CH:11][C:12]=3[NH:4][CH:5]=2)[CH2:29][CH2:28][CH2:27]1. (6) Given the reactants [NH2:1][C:2]1[C:3]([CH3:20])=[N:4][N:5]([C:11]2[C:16]([Cl:17])=[CH:15][C:14]([Cl:18])=[CH:13]C=2Cl)[C:6]=1[C:7]([NH:9][CH3:10])=[O:8].[C:21]([Cl:24])(Cl)=O.[O:25]1CCC[CH2:26]1, predict the reaction product. The product is: [CH3:20][C:3]1[C:2]2[NH:1][C:26](=[O:25])[N:9]([CH3:10])[C:7](=[O:8])[C:6]=2[N:5]([C:11]2[C:16]([Cl:17])=[CH:15][C:14]([Cl:18])=[CH:13][C:21]=2[Cl:24])[N:4]=1. (7) Given the reactants [Na].Cl.[C:3]1([CH2:9][C:10](=[NH:12])[NH2:11])[CH:8]=[CH:7][CH:6]=[CH:5][CH:4]=1.[C:13](OCC)(=[O:20])[CH2:14][C:15](OCC)=[O:16], predict the reaction product. The product is: [CH2:9]([C:10]1[N:11]=[C:15]([OH:16])[CH:14]=[C:13]([OH:20])[N:12]=1)[C:3]1[CH:8]=[CH:7][CH:6]=[CH:5][CH:4]=1. (8) Given the reactants CC1(C)C(C)(C)OB([C:9]2[CH:14]=[CH:13][C:12]([CH2:15][C:16]([OH:18])=[O:17])=[CH:11][CH:10]=2)O1.Cl[C:21]1[CH:30]=[N:29][C:28]2[C:23](=[CH:24][C:25]([O:33][CH3:34])=[C:26]([O:31][CH3:32])[CH:27]=2)[N:22]=1.C([O-])([O-])=O.[Na+].[Na+], predict the reaction product. The product is: [CH3:32][O:31][C:26]1[CH:27]=[C:28]2[C:23](=[CH:24][C:25]=1[O:33][CH3:34])[N:22]=[C:21]([C:9]1[CH:10]=[CH:11][C:12]([CH2:15][C:16]([OH:18])=[O:17])=[CH:13][CH:14]=1)[CH:30]=[N:29]2.